From a dataset of Catalyst prediction with 721,799 reactions and 888 catalyst types from USPTO. Predict which catalyst facilitates the given reaction. (1) Reactant: C([O:3][C:4](=O)[C:5]([NH:27]C(=O)C)([CH2:11][CH2:12][C:13]1[CH:18]=[CH:17][C:16]([O:19][CH2:20][C:21]2[CH:26]=[CH:25][CH:24]=[CH:23][CH:22]=2)=[CH:15][CH:14]=1)[C:6](OCC)=[O:7])C.[Cl-].[Cl-].[Ca+2].[BH4-].[Na+].[OH-].[Li+]. Product: [NH2:27][C:5]([CH2:11][CH2:12][C:13]1[CH:18]=[CH:17][C:16]([O:19][CH2:20][C:21]2[CH:26]=[CH:25][CH:24]=[CH:23][CH:22]=2)=[CH:15][CH:14]=1)([CH2:6][OH:7])[CH2:4][OH:3]. The catalyst class is: 97. (2) Reactant: Br[C:2]1[CH:7]=[CH:6][C:5]([S:8]([NH:11][CH2:12][CH:13]2[CH2:15][CH2:14]2)(=[O:10])=[O:9])=[C:4]([O:16][C:17]([F:20])([F:19])[F:18])[CH:3]=1.[C:21]([C:23]1[N:27]([CH3:28])[C:26](B(O)O)=[CH:25][CH:24]=1)#[N:22].[F-].[K+].C(P(C(C)(C)C)C(C)(C)C)(C)(C)C. Product: [C:21]([C:23]1[N:27]([CH3:28])[C:26]([C:2]2[CH:7]=[CH:6][C:5]([S:8]([NH:11][CH2:12][CH:13]3[CH2:15][CH2:14]3)(=[O:10])=[O:9])=[C:4]([O:16][C:17]([F:20])([F:19])[F:18])[CH:3]=2)=[CH:25][CH:24]=1)#[N:22]. The catalyst class is: 110. (3) Reactant: [CH3:1][O:2][C:3](=[O:14])[C:4]1[CH:9]=[C:8]([N+:10]([O-:12])=[O:11])[CH:7]=[C:6](I)[CH:5]=1.[B:15]1([B:15]2[O:19][C:18]([CH3:21])([CH3:20])[C:17]([CH3:23])([CH3:22])[O:16]2)[O:19][C:18]([CH3:21])([CH3:20])[C:17]([CH3:23])([CH3:22])[O:16]1.CC([O-])=O.[K+]. Product: [CH3:1][O:2][C:3](=[O:14])[C:4]1[CH:5]=[C:6]([B:15]2[O:19][C:18]([CH3:21])([CH3:20])[C:17]([CH3:23])([CH3:22])[O:16]2)[CH:7]=[C:8]([N+:10]([O-:12])=[O:11])[CH:9]=1. The catalyst class is: 16. (4) Reactant: Cl.[CH2:2]1[C:11]2[C:6](=[CH:7][CH:8]=[C:9]([C:12]([O:14][CH3:15])=[O:13])[CH:10]=2)[CH2:5][CH2:4][NH:3]1.CCN(C(C)C)C(C)C.[CH3:25][C:26]([O:29][C:30](O[C:30]([O:29][C:26]([CH3:28])([CH3:27])[CH3:25])=[O:31])=[O:31])([CH3:28])[CH3:27]. Product: [CH2:2]1[C:11]2[C:6](=[CH:7][CH:8]=[C:9]([C:12]([O:14][CH3:15])=[O:13])[CH:10]=2)[CH2:5][CH2:4][N:3]1[C:30]([O:29][C:26]([CH3:28])([CH3:27])[CH3:25])=[O:31]. The catalyst class is: 2. (5) Product: [Cl:34][C:28]1[CH:29]=[C:30]([Cl:33])[CH:31]=[CH:32][C:27]=1[C:20]1[N:19]=[C:18]([O:11][CH2:10][CH2:9][NH:8][C:6]2[N:7]=[C:2]([NH2:1])[C:3]([N+:12]([O-:14])=[O:13])=[CH:4][CH:5]=2)[N:23]2[CH:24]=[CH:25][N:26]=[C:22]2[CH:21]=1. Reactant: [NH2:1][C:2]1[N:7]=[C:6]([NH:8][CH2:9][CH2:10][OH:11])[CH:5]=[CH:4][C:3]=1[N+:12]([O-:14])=[O:13].[H-].[Na+].Cl[C:18]1[N:23]2[CH:24]=[CH:25][N:26]=[C:22]2[CH:21]=[C:20]([C:27]2[CH:32]=[CH:31][C:30]([Cl:33])=[CH:29][C:28]=2[Cl:34])[N:19]=1.C(O)(=O)C. The catalyst class is: 18. (6) Product: [C:1]1([S:11]([C:14]2[C:22]3[C:17](=[CH:18][CH:19]=[C:20]([O:23][CH:24]4[CH2:28][CH2:27][N:26]([CH2:36][CH2:35][C:32]5[CH:33]=[CH:34][CH:29]=[CH:30][CH:31]=5)[CH2:25]4)[CH:21]=3)[NH:16][N:15]=2)(=[O:12])=[O:13])[C:10]2[C:5](=[CH:6][CH:7]=[CH:8][CH:9]=2)[CH:4]=[CH:3][CH:2]=1. The catalyst class is: 26. Reactant: [C:1]1([S:11]([C:14]2[C:22]3[C:17](=[CH:18][CH:19]=[C:20]([O:23][CH:24]4[CH2:28][CH2:27][NH:26][CH2:25]4)[CH:21]=3)[NH:16][N:15]=2)(=[O:13])=[O:12])[C:10]2[C:5](=[CH:6][CH:7]=[CH:8][CH:9]=2)[CH:4]=[CH:3][CH:2]=1.[CH:29]1[CH:34]=[CH:33][C:32]([CH2:35][CH:36]=O)=[CH:31][CH:30]=1.C(O)(=O)C.C(O[BH-](OC(=O)C)OC(=O)C)(=O)C.[Na+].[OH-].[Na+]. (7) Reactant: [F:1][C:2]([F:16])([F:15])[C:3]1[CH:14]=[CH:13][C:6]([CH2:7][CH:8]([C:11]#[N:12])[C:9]#[N:10])=[CH:5][CH:4]=1.[H-].[Na+].I[CH2:20][CH2:21][CH2:22][C:23]([F:26])([F:25])[F:24]. Product: [F:24][C:23]([F:26])([F:25])[CH2:22][CH2:21][CH2:20][C:8]([CH2:7][C:6]1[CH:5]=[CH:4][C:3]([C:2]([F:15])([F:16])[F:1])=[CH:14][CH:13]=1)([C:11]#[N:12])[C:9]#[N:10]. The catalyst class is: 9. (8) Reactant: [NH:1]([C:8]([CH2:15][CH2:16][CH2:17][CH2:18][CH2:19][CH2:20][CH3:21])=[CH:9][C:10]([O:12]CC)=O)[C:2]1[CH:7]=[CH:6][CH:5]=[CH:4][CH:3]=1. Product: [CH2:15]([C:8]1[NH:1][C:2]2[C:3]([C:10](=[O:12])[CH:9]=1)=[CH:4][CH:5]=[CH:6][CH:7]=2)[CH2:16][CH2:17][CH2:18][CH2:19][CH2:20][CH3:21]. The catalyst class is: 400. (9) Reactant: [NH:1]1[CH2:6][CH2:5][CH2:4][CH2:3][CH2:2]1.Cl[CH2:8][C:9]1[CH:34]=[CH:33][C:12]([C:13]([NH:15][C:16]2[CH:17]=[CH:18][C:19]([O:22][C:23](=[O:32])[N:24]([CH3:31])[C:25]3[CH:30]=[CH:29][CH:28]=[CH:27][CH:26]=3)=[N:20][CH:21]=2)=[O:14])=[CH:11][CH:10]=1.[I-].[Na+].O. Product: [N:1]1([CH2:8][C:9]2[CH:10]=[CH:11][C:12]([C:13]([NH:15][C:16]3[CH:17]=[CH:18][C:19]([O:22][C:23](=[O:32])[N:24]([CH3:31])[C:25]4[CH:30]=[CH:29][CH:28]=[CH:27][CH:26]=4)=[N:20][CH:21]=3)=[O:14])=[CH:33][CH:34]=2)[CH2:6][CH2:5][CH2:4][CH2:3][CH2:2]1. The catalyst class is: 9. (10) Product: [Cl:1][CH2:2][C:3]1[CH:13]=[CH:14][C:9]([CH2:5][CH:6]([CH3:8])[CH3:7])=[C:10]([O:17][C:18]([F:19])([F:20])[F:21])[CH:11]=1. The catalyst class is: 3. Reactant: [Cl:1][CH2:2][CH2:3]Cl.[CH2:5]([C:9]1[CH:14]=[CH:13]C(CO)=[CH:11][C:10]=1[O:17][C:18]([F:21])([F:20])[F:19])[CH:6]([CH3:8])[CH3:7].S(Cl)(Cl)=O.